Dataset: Forward reaction prediction with 1.9M reactions from USPTO patents (1976-2016). Task: Predict the product of the given reaction. (1) Given the reactants [C:1]1([C:7]2[CH:16]=[C:15]3[C:10]([CH:11]=[CH:12][C:13]([NH2:17])=[CH:14]3)=[CH:9][CH:8]=2)[CH:6]=[CH:5][CH:4]=[CH:3][CH:2]=1.Cl[C:19]1[N:28]=[CH:27][C:26]([CH:29]2[CH2:31][CH2:30]2)=[CH:25][C:20]=1[C:21]([O:23][CH3:24])=[O:22].C(=O)([O-])[O-].[Cs+].[Cs+], predict the reaction product. The product is: [CH:29]1([C:26]2[CH:27]=[N:28][C:19]([NH:17][C:13]3[CH:12]=[CH:11][C:10]4[C:15](=[CH:16][C:7]([C:1]5[CH:6]=[CH:5][CH:4]=[CH:3][CH:2]=5)=[CH:8][CH:9]=4)[CH:14]=3)=[C:20]([CH:25]=2)[C:21]([O:23][CH3:24])=[O:22])[CH2:30][CH2:31]1. (2) Given the reactants [O:1]1CCCC1.[Cl:6][C:7]1[C:8]([C:20]([NH2:22])=O)=[N:9][CH:10]=[C:11]([Cl:19])[C:12]=1[O:13][CH2:14][C:15]([F:18])([F:17])[F:16].[C:23]([N:30]1C=CN=C1)(N1C=CN=C1)=[O:24].N12CCCN=C1CCCCC2, predict the reaction product. The product is: [Cl:6][C:7]1[C:8]([C:20]2[NH:22][O:1][C:23](=[O:24])[N:30]=2)=[N:9][CH:10]=[C:11]([Cl:19])[C:12]=1[O:13][CH2:14][C:15]([F:18])([F:17])[F:16].